From a dataset of Reaction yield outcomes from USPTO patents with 853,638 reactions. Predict the reaction yield, written as a fraction of the theoretical maximum amount of product (1.0 means a 100% yield; for example, 0.34 means a 34% yield). (1) The reactants are Br[C:2]1[NH:3][C:4]2[C:9]([C:10]=1[CH:11]1[CH2:16][CH2:15][CH2:14][CH2:13][CH2:12]1)=[CH:8][CH:7]=[C:6]([C:17]([O:19][CH3:20])=[O:18])[CH:5]=2.[O:21]1[CH2:26][CH2:25][CH2:24][CH2:23][CH:22]1[O:27][CH2:28][CH2:29][C:30]1[CH:35]=[CH:34][CH:33]=[CH:32][C:31]=1B(O)O.C(=O)([O-])O.[Na+]. The catalyst is COCCOC.O.C1C=CC([P]([Pd]([P](C2C=CC=CC=2)(C2C=CC=CC=2)C2C=CC=CC=2)([P](C2C=CC=CC=2)(C2C=CC=CC=2)C2C=CC=CC=2)[P](C2C=CC=CC=2)(C2C=CC=CC=2)C2C=CC=CC=2)(C2C=CC=CC=2)C2C=CC=CC=2)=CC=1. The product is [CH:11]1([C:10]2[C:9]3[C:4](=[CH:5][C:6]([C:17]([O:19][CH3:20])=[O:18])=[CH:7][CH:8]=3)[NH:3][C:2]=2[C:31]2[CH:32]=[CH:33][CH:34]=[CH:35][C:30]=2[CH2:29][CH2:28][O:27][CH:22]2[CH2:23][CH2:24][CH2:25][CH2:26][O:21]2)[CH2:16][CH2:15][CH2:14][CH2:13][CH2:12]1. The yield is 0.772. (2) The reactants are [CH3:1][C:2]1[CH:3]=[C:4]2[C:8](=[CH:9][CH:10]=1)[NH:7][CH:6]=[CH:5]2.COC1C=C2C(=CC=1)NCC2.C([BH3-])#N.[Na+]. The catalyst is C(O)(=O)C. The product is [CH3:1][C:2]1[CH:3]=[C:4]2[C:8](=[CH:9][CH:10]=1)[NH:7][CH2:6][CH2:5]2. The yield is 0.990. (3) The reactants are [C:1]([O:5][C:6](=[O:20])[NH:7][C@H:8]1[CH2:14][O:13][C:12]2[CH:15]=[CH:16][CH:17]=[CH:18][C:11]=2[NH:10][C:9]1=[O:19])([CH3:4])([CH3:3])[CH3:2].[C:21]([O-])([O-])=O.[Cs+].[Cs+].CI.CCOC(C)=O. The catalyst is CN(C=O)C.CCCCCC.O. The product is [C:1]([O:5][C:6](=[O:20])[NH:7][C@H:8]1[CH2:14][O:13][C:12]2[CH:15]=[CH:16][CH:17]=[CH:18][C:11]=2[N:10]([CH3:21])[C:9]1=[O:19])([CH3:4])([CH3:2])[CH3:3]. The yield is 0.581. (4) The yield is 0.210. The product is [CH3:1][C:2]1[C:6]([CH2:7][N:8]2[CH:12]=[C:11]([N:13]3[C:17](=[O:18])[CH2:16][N:15]([CH2:22][C:23]4[CH:28]=[CH:27][CH:26]=[CH:25][C:24]=4[CH3:29])[C:14]3=[O:19])[CH:10]=[N:9]2)=[C:5]([CH3:20])[O:4][N:3]=1. The reactants are [CH3:1][C:2]1[C:6]([CH2:7][N:8]2[CH:12]=[C:11]([N:13]3[C:17](=[O:18])[CH2:16][NH:15][C:14]3=[O:19])[CH:10]=[N:9]2)=[C:5]([CH3:20])[O:4][N:3]=1.Br[CH2:22][C:23]1[CH:28]=[CH:27][CH:26]=[CH:25][C:24]=1[CH3:29]. No catalyst specified. (5) The reactants are Br[CH:2]([C:14]1[CH:19]=[CH:18][CH:17]=[CH:16][CH:15]=1)[C:3]([O:5][C@H:6]([C:8]1[CH:13]=[CH:12][CH:11]=[CH:10][CH:9]=1)[CH3:7])=[O:4].C(N(CC)CC)C.[CH3:27][C:28]1([OH:34])[CH2:33][CH2:32][NH:31][CH2:30][CH2:29]1. The yield is 0.600. The catalyst is C1COCC1.[I-].C([N+](CCCC)(CCCC)CCCC)CCC.C(OCC)(=O)C. The product is [OH:34][C:28]1([CH3:27])[CH2:33][CH2:32][N:31]([C@H:2]([C:14]2[CH:19]=[CH:18][CH:17]=[CH:16][CH:15]=2)[C:3]([O:5][C@H:6]([C:8]2[CH:13]=[CH:12][CH:11]=[CH:10][CH:9]=2)[CH3:7])=[O:4])[CH2:30][CH2:29]1. (6) The reactants are [C:1]([C:4]1[CH:5]=[C:6]([N:10]2[C:14](=[O:15])[C@@H:13]([CH2:16]C(O)=O)[S:12][C@H:11]2[C:20]2[CH:25]=[CH:24][C:23]([C:26]#[C:27][C:28]3[CH:33]=[CH:32][CH:31]=[CH:30][CH:29]=3)=[CH:22][CH:21]=2)[CH:7]=[CH:8][CH:9]=1)(=[O:3])[NH2:2].C([N:36]([CH:40](C)C)C(C)C)C.P(N=[N+]=[N-])(OC1C=CC=CC=1)(OC1C=CC=CC=1)=[O:44].[CH3:62][C:63]([OH:66])([CH3:65])[CH3:64]. The catalyst is C1(C)C=CC=CC=1. The product is [C:63]([O:66][C:40](=[O:44])[NH:36][CH2:16][C@H:13]1[S:12][C@@H:11]([C:20]2[CH:21]=[CH:22][C:23]([C:26]#[C:27][C:28]3[CH:29]=[CH:30][CH:31]=[CH:32][CH:33]=3)=[CH:24][CH:25]=2)[N:10]([C:6]2[CH:7]=[CH:8][CH:9]=[C:4]([C:1](=[O:3])[NH2:2])[CH:5]=2)[C:14]1=[O:15])([CH3:65])([CH3:64])[CH3:62]. The yield is 0.530.